Dataset: Forward reaction prediction with 1.9M reactions from USPTO patents (1976-2016). Task: Predict the product of the given reaction. (1) Given the reactants [Cl:1][C:2]1[CH:3]=[C:4]([C:9]2[N:14]=[C:13]([CH2:15][CH:16]([CH3:18])[CH3:17])[N:12]=[C:11]([S:19][CH2:20][C:21]([NH2:23])=[O:22])[C:10]=2[C:24]#[N:25])[CH:5]=[CH:6][C:7]=1[Cl:8], predict the reaction product. The product is: [NH2:25][C:24]1[C:10]2[C:9]([C:4]3[CH:5]=[CH:6][C:7]([Cl:8])=[C:2]([Cl:1])[CH:3]=3)=[N:14][C:13]([CH2:15][CH:16]([CH3:18])[CH3:17])=[N:12][C:11]=2[S:19][C:20]=1[C:21]([NH2:23])=[O:22]. (2) Given the reactants C([N-]C(C)C)(C)C.[Li+].[N:9]1[CH:14]=[CH:13][C:12]([CH3:15])=[CH:11][CH:10]=1.CON(C)[C:19](=[O:38])[C:20]1[CH:25]=[CH:24][C:23]([O:26][CH2:27][C:28]2[CH:37]=[CH:36][C:35]3[C:30](=[CH:31][CH:32]=[CH:33][CH:34]=3)[N:29]=2)=[CH:22][CH:21]=1.C(O)(=O)C, predict the reaction product. The product is: [N:9]1[CH:14]=[CH:13][C:12]([CH2:15][C:19]([C:20]2[CH:21]=[CH:22][C:23]([O:26][CH2:27][C:28]3[CH:37]=[CH:36][C:35]4[C:30](=[CH:31][CH:32]=[CH:33][CH:34]=4)[N:29]=3)=[CH:24][CH:25]=2)=[O:38])=[CH:11][CH:10]=1. (3) Given the reactants [Br:1][C:2]1[C:3](Cl)=[N:4][C:5]([Cl:8])=[N:6][CH:7]=1.[NH2:10][C:11]1[CH:12]=[C:13]([CH2:17][CH2:18][C:19]2[CH:20]=[C:21]([NH:25][C:26](=[O:32])[O:27][C:28]([CH3:31])([CH3:30])[CH3:29])[CH:22]=[CH:23][CH:24]=2)[CH:14]=[CH:15][CH:16]=1, predict the reaction product. The product is: [Br:1][C:2]1[C:3]([NH:10][C:11]2[CH:12]=[C:13]([CH2:17][CH2:18][C:19]3[CH:20]=[C:21]([NH:25][C:26](=[O:32])[O:27][C:28]([CH3:30])([CH3:29])[CH3:31])[CH:22]=[CH:23][CH:24]=3)[CH:14]=[CH:15][CH:16]=2)=[N:4][C:5]([Cl:8])=[N:6][CH:7]=1. (4) Given the reactants [CH3:1][O:2][CH2:3][CH2:4][O:5][C:6]1[S:7][C:8]([C:19]([OH:21])=O)=[C:9]2[C:17]=1[C:16]1[N:15]([CH3:18])[N:14]=[CH:13][C:12]=1[CH2:11][CH2:10]2.CC[N:24]=C=NCCCN(C)C, predict the reaction product. The product is: [CH3:1][O:2][CH2:3][CH2:4][O:5][C:6]1[S:7][C:8]([C:19]([NH2:24])=[O:21])=[C:9]2[C:17]=1[C:16]1[N:15]([CH3:18])[N:14]=[CH:13][C:12]=1[CH2:11][CH2:10]2. (5) Given the reactants [H-].[Na+].[F:3][C:4]1[CH:9]=[CH:8][C:7]([OH:10])=[C:6]([I:11])[CH:5]=1.[H][H].Cl[CH2:15][Si:16]([CH2:30][CH3:31])([CH2:28][CH3:29])[CH2:17][O:18][C:19]1[C:24]([CH3:25])=[CH:23][C:22]([F:26])=[CH:21][C:20]=1[I:27], predict the reaction product. The product is: [CH2:30]([Si:16]([CH2:28][CH3:29])([CH2:17][O:18][C:19]1[C:24]([CH3:25])=[CH:23][C:22]([F:26])=[CH:21][C:20]=1[I:27])[CH2:15][O:10][C:7]1[CH:8]=[CH:9][C:4]([F:3])=[CH:5][C:6]=1[I:11])[CH3:31]. (6) The product is: [C:1]1([CH2:7][CH2:8][CH2:9][CH2:10][C:11]2[O:12][C:13]3[C:22]4[CH:21]([CH2:23][CH2:24][NH:25][C:26](=[O:28])[CH3:27])[CH2:20][CH2:19][C:18]=4[CH:17]=[CH:16][C:14]=3[N:15]=2)[CH:6]=[CH:5][CH:4]=[CH:3][CH:2]=1. Given the reactants [C:1]1([CH2:7][CH2:8][CH2:9][CH2:10][C:11]2[O:12][C:13]3[C:22]4[C:21](=[CH:23][CH2:24][NH:25][C:26](=[O:28])[CH3:27])[CH2:20][CH2:19][C:18]=4[CH:17]=[CH:16][C:14]=3[N:15]=2)[CH:6]=[CH:5][CH:4]=[CH:3][CH:2]=1, predict the reaction product. (7) The product is: [CH2:1]1[C:17]2([CH2:22][CH2:21][CH:20]([CH2:23][NH:24][C:25](=[O:34])[O:26][CH2:27][C:28]3[CH:29]=[CH:30][CH:31]=[CH:32][CH:33]=3)[CH2:19][CH2:18]2)[CH2:16]1. Given the reactants [CH2:1]([Zn]CC)C.C(O)(C(F)(F)F)=O.ICI.[CH2:16]=[C:17]1[CH2:22][CH2:21][CH:20]([CH2:23][NH:24][C:25](=[O:34])[O:26][CH2:27][C:28]2[CH:33]=[CH:32][CH:31]=[CH:30][CH:29]=2)[CH2:19][CH2:18]1.[Cl-].[NH4+], predict the reaction product. (8) Given the reactants O=[CH:2][CH2:3][C:4]1[CH:13]=[CH:12][CH:11]=[C:10]2[C:5]=1[CH:6]=[CH:7][C:8]1[N:9]2[CH:14]=[N:15][C:16]=1[C:17]([O:19][CH2:20][CH3:21])=[O:18].[CH3:22][C:23]1[CH:32]=[CH:31][C:30]2[C:25](=[CH:26][CH:27]=[CH:28][C:29]=2[N:33]2[CH2:38][CH2:37][NH:36][C@H:35](C)[CH2:34]2)[N:24]=1.C(O[BH-](OC(=O)C)OC(=O)C)(=O)C.[Na+].[Cl:54]CCCl, predict the reaction product. The product is: [ClH:54].[ClH:54].[CH3:22][C:23]1[CH:32]=[CH:31][C:30]2[C:25](=[CH:26][CH:27]=[CH:28][C:29]=2[N:33]2[CH2:38][CH2:37][N:36]([CH2:2][CH2:3][C:4]3[CH:13]=[CH:12][CH:11]=[C:10]4[C:5]=3[CH:6]=[CH:7][C:8]3[N:9]4[CH:14]=[N:15][C:16]=3[C:17]([O:19][CH2:20][CH3:21])=[O:18])[CH2:35][CH2:34]2)[N:24]=1.